This data is from Catalyst prediction with 721,799 reactions and 888 catalyst types from USPTO. The task is: Predict which catalyst facilitates the given reaction. (1) Reactant: [NH2:1][C:2]1[C:7]([CH2:8][CH2:9][CH:10]2[CH2:15][CH2:14][N:13]([C:16](=[O:27])[C@@H:17]([NH:19]C(=O)OC(C)(C)C)[CH3:18])[CH2:12][CH2:11]2)=[C:6]([Cl:28])[N:5]=[C:4]([CH3:29])[N:3]=1.O1CCOCC1.Cl. The catalyst class is: 5. Product: [ClH:28].[NH2:19][C@@H:17]([CH3:18])[C:16]([N:13]1[CH2:14][CH2:15][CH:10]([CH2:9][CH2:8][C:7]2[C:2]([NH2:1])=[N:3][C:4]([CH3:29])=[N:5][C:6]=2[Cl:28])[CH2:11][CH2:12]1)=[O:27]. (2) Reactant: CC([CH:5]1[CH2:10][N:9]([CH2:11][CH2:12][F:13])[CH2:8][CH2:7][N:6]1C([O-])=O)(C)C.[ClH:17].CO. Product: [ClH:17].[ClH:17].[F:13][CH2:12][CH2:11][N:9]1[CH2:10][CH2:5][NH:6][CH2:7][CH2:8]1. The catalyst class is: 5. (3) The catalyst class is: 4. Product: [C:1]([N:23]1[CH2:22][CH2:21][C:20]([C:17]2[CH:18]=[CH:19][C:14]([O:13][CH2:12][CH2:11][CH2:10][N:5]3[CH2:9][CH2:8][CH2:7][CH2:6]3)=[CH:15][CH:16]=2)([C:26]#[N:27])[CH2:25][CH2:24]1)(=[O:3])[CH3:2]. Reactant: [C:1](Cl)(=[O:3])[CH3:2].[N:5]1([CH2:10][CH2:11][CH2:12][O:13][C:14]2[CH:19]=[CH:18][C:17]([C:20]3([C:26]#[N:27])[CH2:25][CH2:24][NH:23][CH2:22][CH2:21]3)=[CH:16][CH:15]=2)[CH2:9][CH2:8][CH2:7][CH2:6]1.C(N(CC)CC)C. (4) Reactant: C([O:8][C:9]1[CH:14]=[CH:13][C:12]([N:15]([C:17]2[CH:22]=[CH:21][C:20]([CH:23]([O:25][CH3:26])[CH3:24])=[CH:19][CH:18]=2)[CH3:16])=[CH:11][CH:10]=1)C1C=CC=CC=1. Product: [CH3:26][O:25][CH:23]([C:20]1[CH:21]=[CH:22][C:17]([N:15]([CH3:16])[C:12]2[CH:13]=[CH:14][C:9]([OH:8])=[CH:10][CH:11]=2)=[CH:18][CH:19]=1)[CH3:24]. The catalyst class is: 123. (5) Reactant: [H-].[Al+3].[Li+].[H-].[H-].[H-].[F:7][C:8]([F:26])([F:25])[C:9]1[CH:10]=[C:11]([C:15]2[N:16]=[C:17]([C:20](OCC)=[O:21])[S:18][CH:19]=2)[CH:12]=[CH:13][CH:14]=1.O.O.O.O.O.O.O.O.O.O.[O-]S([O-])(=O)=O.[Na+].[Na+]. Product: [F:26][C:8]([F:7])([F:25])[C:9]1[CH:10]=[C:11]([C:15]2[N:16]=[C:17]([CH2:20][OH:21])[S:18][CH:19]=2)[CH:12]=[CH:13][CH:14]=1. The catalyst class is: 7.